Regression. Given a peptide amino acid sequence and an MHC pseudo amino acid sequence, predict their binding affinity value. This is MHC class I binding data. From a dataset of Peptide-MHC class I binding affinity with 185,985 pairs from IEDB/IMGT. The peptide sequence is FLPSDYFPSV. The MHC is HLA-A30:01 with pseudo-sequence HLA-A30:01. The binding affinity (normalized) is 0.